This data is from Forward reaction prediction with 1.9M reactions from USPTO patents (1976-2016). The task is: Predict the product of the given reaction. (1) The product is: [F:1][C:2]1[CH:9]=[CH:8][C:5]([CH2:6][Si:11]([Cl:13])([Cl:12])[Cl:10])=[CH:4][CH:3]=1. Given the reactants [F:1][C:2]1[CH:9]=[CH:8][C:5]([CH2:6]Cl)=[CH:4][CH:3]=1.[Cl:10][SiH:11]([Cl:13])[Cl:12], predict the reaction product. (2) Given the reactants [CH3:1][C:2]1[O:6][CH2:5][C:4](=[O:7])[CH:3]=1.[Cl-].[Ca+2].[Cl-].O=[CH:12][C:13]1[CH:21]=[CH:20][C:18]([OH:19])=[C:15]([O:16][CH3:17])[CH:14]=1.B(OC(CC)C)(OC(CC)C)OC(CC)C, predict the reaction product. The product is: [OH:19][C:18]1[CH:20]=[CH:21][C:13]([CH:12]=[C:5]2[C:4](=[O:7])[CH:3]=[C:2]([CH3:1])[O:6]2)=[CH:14][C:15]=1[O:16][CH3:17]. (3) Given the reactants [C:1]1([C:7](=[O:9])[CH3:8])[CH:6]=[CH:5][CH:4]=[CH:3][CH:2]=1.O, predict the reaction product. The product is: [C:1]1([CH:7]([OH:9])[CH3:8])[CH:6]=[CH:5][CH:4]=[CH:3][CH:2]=1. (4) The product is: [CH3:8][C:9]1[CH:14]=[C:13]([CH3:15])[CH:12]=[CH:11][C:10]=1[C:16]1[CH:17]=[C:18]([CH3:19])[N:7]=[N:6][C:21]=1[NH2:22]. Given the reactants C(O)(=O)C.O.[NH2:6][NH2:7].[CH3:8][C:9]1[CH:14]=[C:13]([CH3:15])[CH:12]=[CH:11][C:10]=1[CH:16]([C:21]#[N:22])[CH2:17][C:18](=O)[CH3:19], predict the reaction product. (5) Given the reactants [NH2:1][C:2]1[C:3]([CH3:13])=[C:4]([CH:9]=[C:10]([Br:12])[CH:11]=1)[C:5]([O:7][CH3:8])=[O:6].O=[C:15]1[CH2:20][CH2:19][N:18]([C:21]([O:23][C:24]([CH3:27])([CH3:26])[CH3:25])=[O:22])[CH2:17][CH2:16]1.C(O)(=O)C.C(O[BH-](OC(=O)C)OC(=O)C)(=O)C.[Na+], predict the reaction product. The product is: [Br:12][C:10]1[CH:9]=[C:4]([C:5]([O:7][CH3:8])=[O:6])[C:3]([CH3:13])=[C:2]([NH:1][CH:15]2[CH2:20][CH2:19][N:18]([C:21]([O:23][C:24]([CH3:27])([CH3:26])[CH3:25])=[O:22])[CH2:17][CH2:16]2)[CH:11]=1. (6) Given the reactants [O:1]=[C:2]([C:6]1[CH:11]=[CH:10][CH:9]=[CH:8][CH:7]=1)[CH2:3][C:4]#[N:5].[CH2:12]([OH:14])[CH3:13].[ClH:15], predict the reaction product. The product is: [ClH:15].[CH2:12]([O:14][C:4](=[NH:5])[CH2:3][C:2](=[O:1])[C:6]1[CH:11]=[CH:10][CH:9]=[CH:8][CH:7]=1)[CH3:13]. (7) Given the reactants [CH3:1][C:2]1[NH:3][C:4](=O)[C:5]2[C:10]3[CH2:11][CH2:12][CH2:13][CH2:14][C:9]=3[S:8][C:6]=2[N:7]=1.O=P(Cl)(Cl)[Cl:18].C(Cl)(Cl)Cl, predict the reaction product. The product is: [Cl:18][C:4]1[C:5]2[C:10]3[CH2:11][CH2:12][CH2:13][CH2:14][C:9]=3[S:8][C:6]=2[N:7]=[C:2]([CH3:1])[N:3]=1. (8) Given the reactants Cl[C:2]1[N:7]2[N:8]=[C:9]([C:27]3[CH:32]=[CH:31][C:30]([F:33])=[CH:29][CH:28]=3)[C:10]([C:11]3[CH:16]=[C:15]([CH2:17][N:18]([CH3:20])[CH3:19])[N:14]=[C:13]([NH:21][CH:22]4[CH2:26][CH2:25][CH2:24][CH2:23]4)[N:12]=3)=[C:6]2[CH:5]=[CH:4][CH:3]=1, predict the reaction product. The product is: [CH:22]1([NH:21][C:2]2[N:7]3[N:8]=[C:9]([C:27]4[CH:32]=[CH:31][C:30]([F:33])=[CH:29][CH:28]=4)[C:10]([C:11]4[CH:16]=[C:15]([CH2:17][N:18]([CH3:20])[CH3:19])[N:14]=[C:13]([NH:21][CH:22]5[CH2:26][CH2:25][CH2:24][CH2:23]5)[N:12]=4)=[C:6]3[CH:5]=[CH:4][CH:3]=2)[CH2:26][CH2:25][CH2:24][CH2:23]1. (9) Given the reactants [NH:1]1[CH2:5][CH2:4][CH2:3][CH2:2]1.[CH3:6][C:7]([CH:9]=[CH2:10])=[O:8].[BH4-].[Na+], predict the reaction product. The product is: [N:1]1([CH2:10][CH2:9][CH:7]([OH:8])[CH3:6])[CH2:5][CH2:4][CH2:3][CH2:2]1.